Dataset: TCR-epitope binding with 47,182 pairs between 192 epitopes and 23,139 TCRs. Task: Binary Classification. Given a T-cell receptor sequence (or CDR3 region) and an epitope sequence, predict whether binding occurs between them. (1) Result: 1 (the TCR binds to the epitope). The TCR CDR3 sequence is CASSTWTGMNTEAFF. The epitope is AMFWSVPTV. (2) The epitope is KLPDDFTGCV. The TCR CDR3 sequence is CASSQGTFLTDTQYF. Result: 1 (the TCR binds to the epitope).